Predict the reaction yield, written as a fraction of the theoretical maximum amount of product (1.0 means a 100% yield; for example, 0.34 means a 34% yield). From a dataset of Reaction yield outcomes from USPTO patents with 853,638 reactions. (1) The reactants are [CH3:1][O:2][C:3](=[O:13])[C:4]1[CH:9]=[C:8]([CH3:10])[C:7]([O:11][CH3:12])=[N:6][CH:5]=1.C1C(=O)N([Br:21])C(=O)C1.CC(N=NC(C#N)(C)C)(C#N)C. The catalyst is C(Cl)(Cl)(Cl)Cl. The product is [CH3:1][O:2][C:3](=[O:13])[C:4]1[CH:9]=[C:8]([CH2:10][Br:21])[C:7]([O:11][CH3:12])=[N:6][CH:5]=1. The yield is 0.540. (2) The reactants are [CH2:1]([N:9]1[CH:13]=[C:12]([C:14]2[C:22]3[C:17](=[N:18][CH:19]=[C:20]([C:23]4[CH:24]=[CH:25][C:26]([N:29]5[CH2:34][CH2:33][N:32](C(OC(C)(C)C)=O)[CH2:31][CH2:30]5)=[N:27][CH:28]=4)[CH:21]=3)[N:16]([S:42]([C:45]3[CH:51]=[CH:50][C:48]([CH3:49])=[CH:47][CH:46]=3)(=[O:44])=[O:43])[CH:15]=2)[CH:11]=[N:10]1)[CH2:2][C:3]1[CH:8]=[CH:7][CH:6]=[CH:5][CH:4]=1.C(O)(C(F)(F)F)=O.C(Cl)Cl. No catalyst specified. The product is [CH2:1]([N:9]1[CH:13]=[C:12]([C:14]2[C:22]3[C:17](=[N:18][CH:19]=[C:20]([C:23]4[CH:28]=[N:27][C:26]([N:29]5[CH2:34][CH2:33][NH:32][CH2:31][CH2:30]5)=[CH:25][CH:24]=4)[CH:21]=3)[N:16]([S:42]([C:45]3[CH:46]=[CH:47][C:48]([CH3:49])=[CH:50][CH:51]=3)(=[O:43])=[O:44])[CH:15]=2)[CH:11]=[N:10]1)[CH2:2][C:3]1[CH:4]=[CH:5][CH:6]=[CH:7][CH:8]=1. The yield is 0.916. (3) The reactants are CC([N:5]([CH2:9][C:10]1[N:32]([S:33]([C:36]2[CH:41]=[CH:40][CH:39]=[CH:38][CH:37]=2)(=[O:35])=[O:34])[C:13]2=[N:14][CH:15]=[CH:16][C:17]([C:18]3[CH:23]=[CH:22][C:21]([S:24]([N:27]4[CH2:31][CH2:30][CH2:29][CH2:28]4)(=[O:26])=[O:25])=[CH:20][CH:19]=3)=[C:12]2[CH:11]=1)C(=O)[O-])(C)C. The catalyst is C(Cl)Cl.C(O)(C(F)(F)F)=O.C(=O)([O-])O.[Na+]. The product is [C:36]1([S:33]([N:32]2[C:13]3=[N:14][CH:15]=[CH:16][C:17]([C:18]4[CH:23]=[CH:22][C:21]([S:24]([N:27]5[CH2:31][CH2:30][CH2:29][CH2:28]5)(=[O:26])=[O:25])=[CH:20][CH:19]=4)=[C:12]3[CH:11]=[C:10]2[CH2:9][NH2:5])(=[O:35])=[O:34])[CH:37]=[CH:38][CH:39]=[CH:40][CH:41]=1. The yield is 0.810. (4) The reactants are [C:1]([O:5][C:6]([N:8]1[C:12]2=[N:13][CH:14]=[C:15]([O:17][CH2:18][C:19]3[CH:24]=[CH:23][CH:22]=[CH:21][CH:20]=3)[CH:16]=[C:11]2[CH:10]=[C:9]1[C:25]([OH:27])=[O:26])=[O:7])([CH3:4])([CH3:3])[CH3:2].[CH3:28]I. The catalyst is CN(C=O)C. The product is [CH3:28][O:26][C:25]([C:9]1[N:8]([C:6]([O:5][C:1]([CH3:4])([CH3:2])[CH3:3])=[O:7])[C:12]2=[N:13][CH:14]=[C:15]([O:17][CH2:18][C:19]3[CH:20]=[CH:21][CH:22]=[CH:23][CH:24]=3)[CH:16]=[C:11]2[CH:10]=1)=[O:27]. The yield is 0.930.